Predict which catalyst facilitates the given reaction. From a dataset of Catalyst prediction with 721,799 reactions and 888 catalyst types from USPTO. (1) Reactant: [F:1][C:2]1[CH:7]=[CH:6][C:5]([C@@H:8]([NH:10][C:11]2[N:16]=[C:15]([N:17]3[CH2:20][CH:19]([OH:21])[CH2:18]3)[CH:14]=[C:13]([NH:22][C:23]3[CH:28]=[N:27][CH:26]=[CH:25][N:24]=3)[N:12]=2)[CH3:9])=[CH:4][CH:3]=1.C(N(CC)CC)C.[Cl-].[NH4+]. Product: [F:1][C:2]1[CH:7]=[CH:6][C:5]([C@@H:8]([NH:10][C:11]2[N:16]=[C:15]([N:17]3[CH2:20][C:19](=[O:21])[CH2:18]3)[CH:14]=[C:13]([NH:22][C:23]3[CH:28]=[N:27][CH:26]=[CH:25][N:24]=3)[N:12]=2)[CH3:9])=[CH:4][CH:3]=1. The catalyst class is: 148. (2) Reactant: [CH:1]1([NH:4][C:5](=[O:18])[C:6]2[CH:11]=[CH:10][CH:9]=[C:8]([C:12]3[CH2:13][CH2:14][NH:15][CH2:16][CH:17]=3)[N:7]=2)[CH2:3][CH2:2]1.[F:19][C:20]([F:29])([F:28])[C:21]1[CH:25]=[C:24]([CH:26]=O)[O:23][N:22]=1.C(O)(=O)C.C(O[BH-](OC(=O)C)OC(=O)C)(=O)C.[Na+].[ClH:48]. Product: [ClH:48].[CH:1]1([NH:4][C:5](=[O:18])[C:6]2[CH:11]=[CH:10][CH:9]=[C:8]([C:12]3[CH2:13][CH2:14][N:15]([CH2:26][C:24]4[O:23][N:22]=[C:21]([C:20]([F:29])([F:28])[F:19])[CH:25]=4)[CH2:16][CH:17]=3)[N:7]=2)[CH2:3][CH2:2]1. The catalyst class is: 54. (3) Reactant: [Br:1][C:2]1[CH:9]=[CH:8][C:5]([CH:6]=O)=[CH:4][C:3]=1[O:10][CH3:11].[CH3:12][O:13][CH:14]([O:17][CH3:18])[CH2:15][NH2:16]. Product: [Br:1][C:2]1[CH:9]=[CH:8][C:5](/[CH:6]=[N:16]/[CH2:15][CH:14]([O:17][CH3:18])[O:13][CH3:12])=[CH:4][C:3]=1[O:10][CH3:11]. The catalyst class is: 48. (4) Product: [F:1][C:2]1([F:13])[CH2:7][CH2:6][CH:5]([CH2:8][OH:9])[CH2:4][CH2:3]1. The catalyst class is: 280. Reactant: [F:1][C:2]1([F:13])[CH2:7][CH2:6][CH:5]([C:8](OCC)=[O:9])[CH2:4][CH2:3]1.[H-].[Al+3].[Li+].[H-].[H-].[H-].[OH-].[Na+].[O-]S([O-])(=O)=O.[Na+].[Na+]. (5) Product: [Br:1][C:2]1[C:3]([F:9])=[C:4]([OH:21])[C:5]([Cl:8])=[CH:6][CH:7]=1. Reactant: [Br:1][C:2]1[CH:7]=[CH:6][C:5]([Cl:8])=[CH:4][C:3]=1[F:9].[Li+].CC([N-]C(C)C)C.C1C[O:21]CC1.CCCCCCC.C(C1C=CC=CC=1)C.B(OC)(OC)OC.C(OO)(=O)C. The catalyst class is: 7. (6) Reactant: [ClH:1].[N:2]1([CH2:8][CH2:9][CH2:10][O:11][C:12]2[CH:20]=[CH:19][C:15]([C:16]([OH:18])=O)=[CH:14][CH:13]=2)[CH2:7][CH2:6][CH2:5][CH2:4][CH2:3]1.N=C=N.[NH:24]1[CH2:29][CH2:28][CH2:27][CH2:26][CH2:25]1. Product: [ClH:1].[N:2]1([CH2:8][CH2:9][CH2:10][O:11][C:12]2[CH:13]=[CH:14][C:15]([C:16]([N:24]3[CH2:29][CH2:28][CH2:27][CH2:26][CH2:25]3)=[O:18])=[CH:19][CH:20]=2)[CH2:3][CH2:4][CH2:5][CH2:6][CH2:7]1. The catalyst class is: 3. (7) Reactant: [CH3:1][O:2][C:3]1[CH:12]=[CH:11][C:6]([C:7]([O:9]C)=[O:8])=[CH:5][C:4]=1[S:13](=[O:24])(=[O:23])[NH:14][CH2:15][CH2:16][N:17]1[CH2:22][CH2:21][O:20][CH2:19][CH2:18]1.[OH-].[Li+].Cl. Product: [CH3:1][O:2][C:3]1[CH:12]=[CH:11][C:6]([C:7]([OH:9])=[O:8])=[CH:5][C:4]=1[S:13](=[O:24])(=[O:23])[NH:14][CH2:15][CH2:16][N:17]1[CH2:22][CH2:21][O:20][CH2:19][CH2:18]1. The catalyst class is: 5. (8) Reactant: Br[CH2:2][CH:3]1[O:7][C:6](=[O:8])[N:5]([C:9]2[CH:14]=[CH:13][CH:12]=[CH:11][CH:10]=2)[CH2:4]1.C(=O)([O-])[O-].[Cs+].[Cs+].[CH3:21][NH:22][CH2:23][C:24]1[CH:29]=[CH:28][C:27]([C:30]([CH3:33])([CH3:32])[CH3:31])=[CH:26][CH:25]=1. Product: [C:30]([C:27]1[CH:26]=[CH:25][C:24]([CH2:23][N:22]([CH2:2][CH:3]2[O:7][C:6](=[O:8])[N:5]([C:9]3[CH:14]=[CH:13][CH:12]=[CH:11][CH:10]=3)[CH2:4]2)[CH3:21])=[CH:29][CH:28]=1)([CH3:33])([CH3:31])[CH3:32]. The catalyst class is: 118.